Dataset: Retrosynthesis with 50K atom-mapped reactions and 10 reaction types from USPTO. Task: Predict the reactants needed to synthesize the given product. The reactants are: COC(COc1ccc2c(c1)B(O)OC2)OC. Given the product O=CCOc1ccc2c(c1)B(O)OC2, predict the reactants needed to synthesize it.